This data is from Peptide-MHC class II binding affinity with 134,281 pairs from IEDB. The task is: Regression. Given a peptide amino acid sequence and an MHC pseudo amino acid sequence, predict their binding affinity value. This is MHC class II binding data. (1) The peptide sequence is KMIGGIGGFVKVRQYDQIPI. The MHC is DRB1_1201 with pseudo-sequence DRB1_1201. The binding affinity (normalized) is 0.207. (2) The peptide sequence is EKKYFAYTQFEPLAA. The MHC is DRB1_1001 with pseudo-sequence DRB1_1001. The binding affinity (normalized) is 0.616. (3) The MHC is DRB1_1302 with pseudo-sequence DRB1_1302. The peptide sequence is SHHYIRVGNETGLEL. The binding affinity (normalized) is 0.462. (4) The peptide sequence is NAGFKAAVAAAAVVP. The MHC is HLA-DPA10201-DPB10101 with pseudo-sequence HLA-DPA10201-DPB10101. The binding affinity (normalized) is 0.174. (5) The peptide sequence is VGAKQENWNTSIKTL. The MHC is DRB1_0301 with pseudo-sequence DRB1_0301. The binding affinity (normalized) is 0. (6) The binding affinity (normalized) is 0.706. The MHC is DRB1_1001 with pseudo-sequence DRB1_1001. The peptide sequence is TEAVQKIATESIVIWGKTPKFRL. (7) The peptide sequence is GELQIQDKIDAAFKI. The MHC is DRB5_0101 with pseudo-sequence DRB5_0101. The binding affinity (normalized) is 0.575.